From a dataset of Full USPTO retrosynthesis dataset with 1.9M reactions from patents (1976-2016). Predict the reactants needed to synthesize the given product. (1) Given the product [C:1]([O:5][C:6]([N:8]([CH3:24])[C@H:9]1[C:17]2[C:12](=[CH:13][CH:14]=[C:15]([C:18]([O:20][CH3:21])=[O:19])[CH:16]=2)[CH2:11][CH2:10]1)=[O:7])([CH3:4])([CH3:3])[CH3:2], predict the reactants needed to synthesize it. The reactants are: [C:1]([O:5][C:6]([NH:8][C@H:9]1[C:17]2[C:12](=[CH:13][CH:14]=[C:15]([C:18]([O:20][CH3:21])=[O:19])[CH:16]=2)[CH2:11][CH2:10]1)=[O:7])([CH3:4])([CH3:3])[CH3:2].[H-].[Na+].[CH3:24]I. (2) Given the product [CH3:12][O:13][C:14]1[N:15]=[CH:16][C:17]([C:2]2[O:6][C:5]([CH3:7])=[C:4]([C:8]([O:10][CH3:11])=[O:9])[CH:3]=2)=[CH:18][CH:19]=1, predict the reactants needed to synthesize it. The reactants are: Br[C:2]1[O:6][C:5]([CH3:7])=[C:4]([C:8]([O:10][CH3:11])=[O:9])[CH:3]=1.[CH3:12][O:13][C:14]1[CH:19]=[CH:18][C:17](B(O)O)=[CH:16][N:15]=1.C(=O)([O-])[O-].[Na+].[Na+].COCCOC. (3) The reactants are: [ClH:1].N[C:3]1[CH:8]=[CH:7][C:6]([C:9]2[NH:10][C:11](=[O:25])[C:12]3[C:17]([CH:18]4[CH2:23][CH2:22][CH2:21][CH2:20][CH2:19]4)=[N:16][N:15]([CH3:24])[C:13]=3[N:14]=2)=[C:5]([O:26][CH3:27])[CH:4]=1.N([O-])=O.[Na+].[S:32](=[O:34])=[O:33]. Given the product [CH:18]1([C:17]2[C:12]3[C:11](=[O:25])[NH:10][C:9]([C:6]4[CH:7]=[CH:8][C:3]([S:32]([Cl:1])(=[O:34])=[O:33])=[CH:4][C:5]=4[O:26][CH3:27])=[N:14][C:13]=3[N:15]([CH3:24])[N:16]=2)[CH2:23][CH2:22][CH2:21][CH2:20][CH2:19]1, predict the reactants needed to synthesize it. (4) Given the product [CH2:5]([O:4][CH2:3][CH2:2][O:22][CH:20]([CH3:21])[CH2:19][O:18][C:17]1[CH:23]=[CH:24][C:14]([O:13][CH3:12])=[CH:15][CH:16]=1)[C:6]1[CH:11]=[CH:10][CH:9]=[CH:8][CH:7]=1, predict the reactants needed to synthesize it. The reactants are: Br[CH2:2][CH2:3][O:4][CH2:5][C:6]1[CH:11]=[CH:10][CH:9]=[CH:8][CH:7]=1.[CH3:12][O:13][C:14]1[CH:24]=[CH:23][C:17]([O:18][CH2:19][CH:20]([OH:22])[CH3:21])=[CH:16][CH:15]=1.[OH-].[Na+].